This data is from Peptide-MHC class II binding affinity with 134,281 pairs from IEDB. The task is: Regression. Given a peptide amino acid sequence and an MHC pseudo amino acid sequence, predict their binding affinity value. This is MHC class II binding data. (1) The peptide sequence is NISGYNFSLGAAVKA. The MHC is DRB1_1302 with pseudo-sequence DRB1_1302. The binding affinity (normalized) is 0.432. (2) The peptide sequence is EKKYFAATQCEPLAA. The MHC is HLA-DQA10101-DQB10501 with pseudo-sequence HLA-DQA10101-DQB10501. The binding affinity (normalized) is 0.304. (3) The peptide sequence is NLYKLHGGHVSCRVK. The MHC is DRB1_0801 with pseudo-sequence DRB1_0801. The binding affinity (normalized) is 0.402. (4) The peptide sequence is TWAYHGSYEVKATGSA. The MHC is DRB1_1501 with pseudo-sequence DRB1_1501. The binding affinity (normalized) is 0.670. (5) The peptide sequence is IPVMAYLVGLFAWVL. The MHC is HLA-DQA10201-DQB10202 with pseudo-sequence HLA-DQA10201-DQB10202. The binding affinity (normalized) is 0.0488. (6) The peptide sequence is THMMIWHSNLNDTTY. The MHC is DRB3_0101 with pseudo-sequence DRB3_0101. The binding affinity (normalized) is 0.206. (7) The peptide sequence is ISDFRAAIANYHYDA. The MHC is HLA-DPA10301-DPB10402 with pseudo-sequence HLA-DPA10301-DPB10402. The binding affinity (normalized) is 0.346. (8) The peptide sequence is GSDARFLRGYHLYA. The MHC is DRB1_0101 with pseudo-sequence DRB1_0101. The binding affinity (normalized) is 0.667. (9) The peptide sequence is AFMLAWNYGVPRVMS. The MHC is DRB4_0101 with pseudo-sequence DRB4_0103. The binding affinity (normalized) is 0.627.